Predict the product of the given reaction. From a dataset of Forward reaction prediction with 1.9M reactions from USPTO patents (1976-2016). (1) Given the reactants [F:1][C:2]1[CH:7]=[CH:6][C:5]([N+:8]([O-])=O)=[CH:4][C:3]=1[C:11]#[C:12][Si:13]([CH3:16])([CH3:15])[CH3:14].Cl, predict the reaction product. The product is: [F:1][C:2]1[CH:7]=[CH:6][C:5]([NH2:8])=[CH:4][C:3]=1[C:11]#[C:12][Si:13]([CH3:14])([CH3:16])[CH3:15]. (2) Given the reactants [C:1]([O:5][C:6]([NH:8][C:9]1[CH2:10][C:11]([C:33]([OH:35])=O)=[CH:12][C:13]2[CH:19]=[CH:18][C:17]([C:20]3[CH:25]=[CH:24][C:23]([C:26]([N:28]4[CH2:32][CH2:31][CH2:30][CH2:29]4)=[O:27])=[CH:22][CH:21]=3)=[CH:16][C:14]=2[N:15]=1)=[O:7])([CH3:4])([CH3:3])[CH3:2].C1C=CC2N(O)N=NC=2C=1.CCN=C=NCCCN(C)C.[Si:57]([O:64][CH2:65][CH2:66][CH2:67][NH:68][CH2:69][CH2:70][CH3:71])([C:60]([CH3:63])([CH3:62])[CH3:61])([CH3:59])[CH3:58], predict the reaction product. The product is: [Si:57]([O:64][CH2:65][CH2:66][CH2:67][N:68]([CH2:69][CH2:70][CH3:71])[C:33]([C:11]1=[CH:12][C:13]2[CH:19]=[CH:18][C:17]([C:20]3[CH:25]=[CH:24][C:23]([C:26]([N:28]4[CH2:29][CH2:30][CH2:31][CH2:32]4)=[O:27])=[CH:22][CH:21]=3)=[CH:16][C:14]=2[N:15]=[C:9]([NH:8][C:6](=[O:7])[O:5][C:1]([CH3:3])([CH3:2])[CH3:4])[CH2:10]1)=[O:35])([C:60]([CH3:63])([CH3:62])[CH3:61])([CH3:59])[CH3:58].